Dataset: Reaction yield outcomes from USPTO patents with 853,638 reactions. Task: Predict the reaction yield, written as a fraction of the theoretical maximum amount of product (1.0 means a 100% yield; for example, 0.34 means a 34% yield). (1) The reactants are [C:1]1(/[CH:7]=[CH:8]/[S:9]([NH:12][C:13]2[CH:18]=[CH:17][CH:16]=[CH:15][C:14]=2[S:19]([NH2:22])(=[O:21])=[O:20])(=[O:11])=[O:10])[CH:6]=[CH:5][CH:4]=[CH:3][CH:2]=1.[H][H]. The catalyst is CO.[Pd]. The product is [CH2:8]([S:9]([NH:12][C:13]1[CH:18]=[CH:17][CH:16]=[CH:15][C:14]=1[S:19]([NH2:22])(=[O:20])=[O:21])(=[O:10])=[O:11])[CH2:7][C:1]1[CH:6]=[CH:5][CH:4]=[CH:3][CH:2]=1. The yield is 0.0800. (2) The reactants are [Cl:1][C:2]1[CH:7]=[CH:6][C:5]([C:8]2[NH:9][CH:10]=[CH:11][N:12]=2)=[CH:4][CH:3]=1.[H-].[Na+].[C:15]1([S:21](Cl)(=[O:23])=[O:22])[CH:20]=[CH:19][CH:18]=[CH:17][CH:16]=1. The catalyst is C1COCC1. The product is [Cl:1][C:2]1[CH:3]=[CH:4][C:5]([C:8]2[N:12]([S:21]([C:15]3[CH:20]=[CH:19][CH:18]=[CH:17][CH:16]=3)(=[O:23])=[O:22])[CH:11]=[CH:10][N:9]=2)=[CH:6][CH:7]=1. The yield is 0.549. (3) The reactants are [CH3:1][O:2][C:3]1[N:8]=[CH:7][C:6]([NH:9][C:10]([C:12]2[CH:13]=[C:14]([C:20]3[CH:25]=[CH:24][CH:23]=[CH:22][CH:21]=3)[C:15]([Cl:19])=[CH:16][C:17]=2Br)=[O:11])=[CH:5][CH:4]=1.C([Sn](CCCC)(CCCC)[C:31]1[CH:36]=[CH:35][CH:34]=[CH:33][N:32]=1)CCC. The catalyst is O1CCOCC1. The product is [CH3:1][O:2][C:3]1[N:8]=[CH:7][C:6]([NH:9][C:10]([C:12]2[CH:13]=[C:14]([C:20]3[CH:25]=[CH:24][CH:23]=[CH:22][CH:21]=3)[C:15]([Cl:19])=[CH:16][C:17]=2[C:31]2[CH:36]=[CH:35][CH:34]=[CH:33][N:32]=2)=[O:11])=[CH:5][CH:4]=1. The yield is 0.600. (4) The reactants are [Br:1][C:2]1[CH:3]=[CH:4][C:5]([N:10]2[CH2:15][CH2:14][CH2:13][CH2:12][CH:11]2[CH2:16][CH3:17])=[C:6]([CH:9]=1)[CH:7]=[O:8].[BH4-].[Na+]. The catalyst is CO. The product is [Br:1][C:2]1[CH:3]=[CH:4][C:5]([N:10]2[CH2:15][CH2:14][CH2:13][CH2:12][CH:11]2[CH2:16][CH3:17])=[C:6]([CH2:7][OH:8])[CH:9]=1. The yield is 0.880. (5) The reactants are [NH:1]1[C:10]2[C:5](=[CH:6][CH:7]=[CH:8][CH:9]=2)[CH2:4][C:3]2([CH2:14][CH2:13][CH2:12][CH2:11]2)[C:2]1=[O:15].Cl.C([N:21]([CH2:25][C:26]1[CH:41]=[CH:40][C:29]2[N:30]([CH2:35][CH2:36][CH:37]([CH3:39])[CH3:38])[C:31]([CH2:33]Cl)=[N:32][C:28]=2[CH:27]=1)C(=O)O)(C)(C)C. No catalyst specified. The product is [NH2:21][CH2:25][C:26]1[CH:41]=[CH:40][C:29]2[N:30]([CH2:35][CH2:36][CH:37]([CH3:38])[CH3:39])[C:31]([CH2:33][N:1]3[C:10]4[C:5](=[CH:6][CH:7]=[CH:8][CH:9]=4)[CH2:4][C:3]4([CH2:14][CH2:13][CH2:12][CH2:11]4)[C:2]3=[O:15])=[N:32][C:28]=2[CH:27]=1. The yield is 0.380. (6) The reactants are [F:1][C:2]1[CH:3]=[CH:4][C:5]([CH3:32])=[C:6]([CH:31]=1)[O:7][CH2:8][C:9]1[C:18]([C:19]2[CH:24]=[C:23]([OH:25])[CH:22]=[CH:21][C:20]=2[O:26][CH3:27])=[CH:17][CH:16]=[C:15]2[C:10]=1[C:11]([CH3:30])=[CH:12][C:13]([CH3:29])([CH3:28])[NH:14]2.C(N(CC)CC)C.[C:40](OC(=O)C)(=[O:42])[CH3:41].C(Cl)(Cl)Cl. The catalyst is C(Cl)Cl. The product is [C:40]([O:25][C:23]1[CH:22]=[CH:21][C:20]([O:26][CH3:27])=[C:19]([C:18]2[C:9]([CH2:8][O:7][C:6]3[CH:31]=[C:2]([F:1])[CH:3]=[CH:4][C:5]=3[CH3:32])=[C:10]3[C:15](=[CH:16][CH:17]=2)[NH:14][C:13]([CH3:28])([CH3:29])[CH:12]=[C:11]3[CH3:30])[CH:24]=1)(=[O:42])[CH3:41]. The yield is 0.830. (7) The reactants are [F:1][C:2]1[CH:7]=[CH:6][C:5]([NH+:8]([O-])[C:9]([N:11]2[CH:20]([C:21]3[CH:26]=[CH:25][C:24]([C:27]([F:30])([F:29])[F:28])=[CH:23][CH:22]=3)[C:19]3[N:18]=[CH:17][CH:16]=[CH:15][C:14]=3[CH2:13][CH2:12]2)=[O:10])=[CH:4][CH:3]=1.P(Cl)(Cl)([Cl:34])=O. No catalyst specified. The product is [Cl:34][C:15]1[C:14]2[CH2:13][CH2:12][N:11]([C:9]([NH:8][C:5]3[CH:6]=[CH:7][C:2]([F:1])=[CH:3][CH:4]=3)=[O:10])[C@@H:20]([C:21]3[CH:26]=[CH:25][C:24]([C:27]([F:30])([F:29])[F:28])=[CH:23][CH:22]=3)[C:19]=2[N:18]=[CH:17][CH:16]=1. The yield is 0.170. (8) The reactants are Br[C:2]1[CH:7]=[C:6]([C:8]([F:11])([F:10])[F:9])[N:5]=[C:4]([Cl:12])[C:3]=1[NH2:13].[F-].[Cs+].[CH2:16]([NH2:23])[C:17]1[CH:22]=[CH:21][CH:20]=[CH:19][CH:18]=1.O. The catalyst is CS(C)=O. The product is [CH2:16]([NH:23][C:2]1[CH:7]=[C:6]([C:8]([F:11])([F:10])[F:9])[N:5]=[C:4]([Cl:12])[C:3]=1[NH2:13])[C:17]1[CH:22]=[CH:21][CH:20]=[CH:19][CH:18]=1. The yield is 0.170. (9) The reactants are [I-].[Li+].[CH3:3][C:4]1([CH3:33])[S:9][CH2:8][CH2:7][N:6]([S:10]([C:13]2[CH:18]=[CH:17][C:16]([O:19][CH2:20][C:21]#[C:22][C:23]3[CH:28]=[CH:27][CH:26]=[CH:25][CH:24]=3)=[CH:15][CH:14]=2)(=[O:12])=[O:11])[C@H:5]1[C:29]([O:31]C)=[O:30]. No catalyst specified. The product is [CH3:3][C:4]1([CH3:33])[S:9][CH2:8][CH2:7][N:6]([S:10]([C:13]2[CH:14]=[CH:15][C:16]([O:19][CH2:20][C:21]#[C:22][C:23]3[CH:28]=[CH:27][CH:26]=[CH:25][CH:24]=3)=[CH:17][CH:18]=2)(=[O:11])=[O:12])[C@H:5]1[C:29]([OH:31])=[O:30]. The yield is 0.790. (10) The reactants are C(O[C:6]([N:8]1[CH2:13][CH2:12][CH:11]([CH2:14][O:15][C:16]2[CH:25]=[C:24]3[C:19]([C:20]([O:26][C:27]4[CH:32]=[CH:31][C:30]([N+:33]([O-:35])=[O:34])=[CH:29][C:28]=4[F:36])=[CH:21][CH:22]=[N:23]3)=[CH:18][C:17]=2[O:37][CH3:38])[CH2:10][CH2:9]1)=O)(C)(C)C.C(O)(C(F)(F)F)=O.[BH-](OC(C)=O)(OC(C)=O)OC(C)=O.[Na+].C=O. The catalyst is C(Cl)Cl. The product is [F:36][C:28]1[CH:29]=[C:30]([N+:33]([O-:35])=[O:34])[CH:31]=[CH:32][C:27]=1[O:26][C:20]1[C:19]2[C:24](=[CH:25][C:16]([O:15][CH2:14][CH:11]3[CH2:12][CH2:13][N:8]([CH3:6])[CH2:9][CH2:10]3)=[C:17]([O:37][CH3:38])[CH:18]=2)[N:23]=[CH:22][CH:21]=1. The yield is 0.930.